This data is from Reaction yield outcomes from USPTO patents with 853,638 reactions. The task is: Predict the reaction yield, written as a fraction of the theoretical maximum amount of product (1.0 means a 100% yield; for example, 0.34 means a 34% yield). (1) The reactants are [N:1]12[CH2:8][CH2:7][C:4]([C:9]([C:17]3[CH:22]=[CH:21][CH:20]=[CH:19][CH:18]=3)([C:11]3[CH:16]=[CH:15][CH:14]=[CH:13][CH:12]=3)[OH:10])([CH2:5][CH2:6]1)[CH2:3][CH2:2]2.[Br:23][CH2:24][CH2:25][CH2:26][O:27][C:28]1[CH:33]=[CH:32][C:31]([O:34][CH2:35][C:36]2[CH:41]=[CH:40][CH:39]=[CH:38][CH:37]=2)=[CH:30][CH:29]=1. The catalyst is CC#N. The product is [Br-:23].[OH:10][C:9]([C:17]1[CH:22]=[CH:21][CH:20]=[CH:19][CH:18]=1)([C:11]1[CH:12]=[CH:13][CH:14]=[CH:15][CH:16]=1)[C:4]12[CH2:5][CH2:6][N+:1]([CH2:24][CH2:25][CH2:26][O:27][C:28]3[CH:33]=[CH:32][C:31]([O:34][CH2:35][C:36]4[CH:41]=[CH:40][CH:39]=[CH:38][CH:37]=4)=[CH:30][CH:29]=3)([CH2:2][CH2:3]1)[CH2:8][CH2:7]2. The yield is 0.833. (2) The reactants are [Br:1][C:2]1[C:10]2[N:9]=[C:8]([CH:11]([F:13])[F:12])[NH:7][C:6]=2[CH:5]=[C:4]([N+:14]([O-:16])=[O:15])[CH:3]=1.Br[CH2:18][C:19]1[CH:24]=[CH:23][CH:22]=[C:21]([Cl:25])[C:20]=1[CH3:26].C(=O)([O-])[O-].[K+].[K+]. The catalyst is CN(C=O)C. The product is [Br:1][C:2]1[C:10]2[N:9]=[C:8]([CH:11]([F:12])[F:13])[N:7]([CH2:18][C:19]3[CH:24]=[CH:23][CH:22]=[C:21]([Cl:25])[C:20]=3[CH3:26])[C:6]=2[CH:5]=[C:4]([N+:14]([O-:16])=[O:15])[CH:3]=1. The yield is 1.07. (3) The reactants are [CH2:1]([C:5]1[C:13]([C:14]2[CH:19]=[CH:18][N:17]=[C:16]([S:20][CH3:21])[N:15]=2)=[C:8]2[CH:9]=[CH:10][CH:11]=[CH:12][N:7]2[N:6]=1)[CH:2]([CH3:4])[CH3:3].C(=O)(O)[O-:23].[Na+].ClC1C=CC=C(C(OO)=O)C=1. The catalyst is ClCCl. The product is [CH2:1]([C:5]1[C:13]([C:14]2[CH:19]=[CH:18][N:17]=[C:16]([S:20]([CH3:21])=[O:23])[N:15]=2)=[C:8]2[CH:9]=[CH:10][CH:11]=[CH:12][N:7]2[N:6]=1)[CH:2]([CH3:4])[CH3:3]. The yield is 0.990. (4) The reactants are [CH3:1][N:2](C(ON1N=NC2C=CC=NC1=2)=[N+](C)C)C.F[P-](F)(F)(F)(F)F.CN.CCN(C(C)C)C(C)C.[C:36]([O:40][C:41]([C:43]1[CH:44]=[CH:45][C:46]([CH3:68])=[C:47]([C:49]2[CH:50]=[C:51]3[C:57]([C:58](O)=[O:59])=[C:56]([C:61]4[CH:66]=[CH:65][C:64]([F:67])=[CH:63][CH:62]=4)[O:55][C:52]3=[N:53][CH:54]=2)[CH:48]=1)=[O:42])([CH3:39])([CH3:38])[CH3:37]. The catalyst is CN(C=O)C.CCOC(C)=O. The product is [F:67][C:64]1[CH:65]=[CH:66][C:61]([C:56]2[O:55][C:52]3=[N:53][CH:54]=[C:49]([C:47]4[CH:48]=[C:43]([CH:44]=[CH:45][C:46]=4[CH3:68])[C:41]([O:40][C:36]([CH3:37])([CH3:38])[CH3:39])=[O:42])[CH:50]=[C:51]3[C:57]=2[C:58](=[O:59])[NH:2][CH3:1])=[CH:62][CH:63]=1. The yield is 0.900.